From a dataset of Reaction yield outcomes from USPTO patents with 853,638 reactions. Predict the reaction yield, written as a fraction of the theoretical maximum amount of product (1.0 means a 100% yield; for example, 0.34 means a 34% yield). (1) The reactants are [N:1]1[CH:6]=[CH:5][CH:4]=[C:3]([C:7]2[CH:8]=[C:9]3[C:15]([Sn](C)(C)C)=[N:14][N:13](COCC[Si](C)(C)C)[C:10]3=[CH:11][N:12]=2)[CH:2]=1.Br[C:29]1[CH:30]=[C:31]([CH:35]=[CH:36][N:37]=1)[C:32]([NH2:34])=[O:33]. No catalyst specified. The product is [N:1]1[CH:6]=[CH:5][CH:4]=[C:3]([C:7]2[CH:8]=[C:9]3[C:15]([C:29]4[CH:30]=[C:31]([CH:35]=[CH:36][N:37]=4)[C:32]([NH2:34])=[O:33])=[N:14][NH:13][C:10]3=[CH:11][N:12]=2)[CH:2]=1. The yield is 0.210. (2) The reactants are [Al+3].[Cl-].[Cl-].[Cl-].[Br:5][C:6]1[CH:7]=[C:8]2[CH:14]=[CH:13][NH:12][C:9]2=[N:10][CH:11]=1.[C:15](Cl)(=[O:22])[C:16]1[CH:21]=[CH:20][CH:19]=[CH:18][CH:17]=1. The catalyst is ClCCl. The product is [Br:5][C:6]1[CH:7]=[C:8]2[C:14]([C:15]([C:16]3[CH:21]=[CH:20][CH:19]=[CH:18][CH:17]=3)=[O:22])=[CH:13][NH:12][C:9]2=[N:10][CH:11]=1. The yield is 0.400.